Dataset: Reaction yield outcomes from USPTO patents with 853,638 reactions. Task: Predict the reaction yield, written as a fraction of the theoretical maximum amount of product (1.0 means a 100% yield; for example, 0.34 means a 34% yield). (1) The reactants are [NH2:1][C:2]1[C:3]2[C:11](=[O:12])[CH:10]=[CH:9][N:8]([CH:13]([C:15]3[C:16]([O:37][CH2:38][CH3:39])=[C:17]([CH:23]4[CH2:26][N:25](C(OCC5C=CC=CC=5)=O)[CH2:24]4)[C:18]([CH3:22])=[C:19]([Cl:21])[CH:20]=3)[CH3:14])[C:4]=2[N:5]=[CH:6][N:7]=1.Cl.O. The catalyst is [Pd].CO. The product is [NH2:1][C:2]1[C:3]2[C:11](=[O:12])[CH:10]=[CH:9][N:8]([CH:13]([C:15]3[CH:20]=[C:19]([Cl:21])[C:18]([CH3:22])=[C:17]([CH:23]4[CH2:26][NH:25][CH2:24]4)[C:16]=3[O:37][CH2:38][CH3:39])[CH3:14])[C:4]=2[N:5]=[CH:6][N:7]=1. The yield is 0.400. (2) The reactants are [H-].[Na+].[CH3:3][O:4][CH2:5][CH2:6][O:7]CCO.[CH2:11]([O:13][C:14](=[O:42])[CH2:15][CH2:16][CH2:17][CH2:18][CH2:19][O:20][CH2:21][CH2:22][O:23][CH2:24][CH2:25][O:26][CH2:27][CH2:28][O:29][CH2:30][CH2:31][O:32][CH2:33][CH2:34][O:35][CH2:36][CH2:37]S(C)(=O)=O)[CH3:12]. The catalyst is C1(C)C=CC=CC=1. The product is [CH2:11]([O:13][C:14](=[O:42])[CH2:15][CH2:16][CH2:17][CH2:18][CH2:19][O:20][CH2:21][CH2:22][O:23][CH2:24][CH2:25][O:26][CH2:27][CH2:28][O:29][CH2:30][CH2:31][O:32][CH2:33][CH2:34][O:35][CH2:36][CH2:37][O:7][CH2:6][CH2:5][O:4][CH3:3])[CH3:12]. The yield is 0.570. (3) The reactants are [CH2:1]([O:8][N:9]([CH2:12][C:13]1([C:20]([OH:22])=O)[CH2:19][CH2:18][CH2:17][CH2:16][CH2:15][CH2:14]1)[CH:10]=[O:11])[C:2]1[CH:7]=[CH:6][CH:5]=[CH:4][CH:3]=1.[NH:23]([C:25]1[N:30]=[C:29]([C:31]([F:34])([F:33])[F:32])[CH:28]=[CH:27][N:26]=1)[NH2:24].CN1CCOCC1.C1C=NC2N(O)N=NC=2C=1.Cl.CN(C)CCCN=C=NCC. The catalyst is CN(C=O)C. The product is [CH2:1]([O:8][N:9]([CH2:12][C:13]1([C:20]([NH:24][NH:23][C:25]2[N:30]=[C:29]([C:31]([F:33])([F:32])[F:34])[CH:28]=[CH:27][N:26]=2)=[O:22])[CH2:14][CH2:15][CH2:16][CH2:17][CH2:18][CH2:19]1)[CH:10]=[O:11])[C:2]1[CH:3]=[CH:4][CH:5]=[CH:6][CH:7]=1. The yield is 0.720. (4) The product is [N+:1]([C:4]1[CH:5]=[CH:6][CH:7]=[C:8]2[C:12]=1[NH:11][C:10]([C:13]1[S:15][CH:17]=[CH:18][N:14]=1)=[CH:9]2)([O-:3])=[O:2]. The reactants are [N+:1]([C:4]1[CH:5]=[CH:6][CH:7]=[C:8]2[C:12]=1[NH:11][C:10]([C:13](=[S:15])[NH2:14])=[CH:9]2)([O-:3])=[O:2].Br[CH2:17][CH:18](OCC)OCC.C(O)C.CN(C)C(=O)C. The catalyst is O. The yield is 0.970. (5) The reactants are [CH3:1][O:2][C:3]1[CH:12]=[C:11]2[C:6]([CH2:7][CH2:8][C:9](=[O:15])[C:10]2([CH3:14])[CH3:13])=[CH:5][CH:4]=1.C1C(=O)N([Br:23])C(=O)C1.O. The catalyst is CC#N. The product is [Br:23][C:4]1[CH:5]=[C:6]2[C:11](=[CH:12][C:3]=1[O:2][CH3:1])[C:10]([CH3:13])([CH3:14])[C:9](=[O:15])[CH2:8][CH2:7]2. The yield is 0.920.